This data is from Peptide-MHC class I binding affinity with 185,985 pairs from IEDB/IMGT. The task is: Regression. Given a peptide amino acid sequence and an MHC pseudo amino acid sequence, predict their binding affinity value. This is MHC class I binding data. (1) The peptide sequence is VYINTALL. The MHC is H-2-Kb with pseudo-sequence H-2-Kb. The binding affinity (normalized) is 0.760. (2) The peptide sequence is NFDYPFFRK. The MHC is HLA-A68:01 with pseudo-sequence HLA-A68:01. The binding affinity (normalized) is 0.448. (3) The peptide sequence is WLKGNISPV. The MHC is HLA-B15:01 with pseudo-sequence HLA-B15:01. The binding affinity (normalized) is 0.383. (4) The peptide sequence is LLISDPQGQF. The MHC is Mamu-B17 with pseudo-sequence Mamu-B17. The binding affinity (normalized) is 0.343. (5) The peptide sequence is ISMMGFKMNY. The MHC is HLA-A24:02 with pseudo-sequence HLA-A24:02. The binding affinity (normalized) is 0. (6) The peptide sequence is YRPLEACY. The MHC is Mamu-B03 with pseudo-sequence Mamu-B03. The binding affinity (normalized) is 0. (7) The peptide sequence is AATIQTPTK. The MHC is HLA-A31:01 with pseudo-sequence HLA-A31:01. The binding affinity (normalized) is 0.545. (8) The peptide sequence is FQPFNGQFI. The MHC is H-2-Kb with pseudo-sequence H-2-Kb. The binding affinity (normalized) is 0.0352.